Predict the product of the given reaction. From a dataset of Forward reaction prediction with 1.9M reactions from USPTO patents (1976-2016). (1) Given the reactants [NH:1]1[C:9]2[C:4](=[CH:5][CH:6]=[CH:7][CH:8]=2)[C:3]2([C:13]3=[CH:14][C:15]4[O:21][CH2:20][CH2:19][CH2:18][O:17][C:16]=4[CH:22]=[C:12]3[O:11][CH2:10]2)[C:2]1=[O:23].[NH:24]1[C:32]2[C:27](=CC=C[CH:31]=2)[C:26]2(COC3C=C4C(=[CH:43][C:33]2=3)CCO4)C1=O.Br.BrCC1C=CC=CN=1.BrCC1CCCCO1, predict the reaction product. The product is: [N:24]1[CH:43]=[CH:33][CH:26]=[CH:27][C:32]=1[CH2:31][N:1]1[C:9]2[C:4](=[CH:5][CH:6]=[CH:7][CH:8]=2)[C:3]2([C:13]3=[CH:14][C:15]4[O:21][CH2:20][CH2:19][CH2:18][O:17][C:16]=4[CH:22]=[C:12]3[O:11][CH2:10]2)[C:2]1=[O:23]. (2) The product is: [Cl:1][C:2]1[N:3]=[C:4]([N:14]2[CH2:19][CH2:18][O:17][CH2:16][CH2:15]2)[C:5]2[N:11]=[N:20][N:8]([CH2:9][CH3:10])[C:6]=2[N:7]=1. Given the reactants [Cl:1][C:2]1[N:7]=[C:6]([NH:8][CH2:9][CH3:10])[C:5]([N+:11]([O-])=O)=[C:4]([N:14]2[CH2:19][CH2:18][O:17][CH2:16][CH2:15]2)[N:3]=1.[N:20]([O-])=O.[Na+], predict the reaction product. (3) The product is: [OH:36][NH:35][C:31]([N:13]1[CH2:14][CH2:15][CH:10]([N:9]([CH2:16][C:17]2[C:22]([CH3:23])=[CH:21][CH:20]=[CH:19][N:18]=2)[CH2:8][C:3]2[C:2]([CH3:1])=[CH:7][CH:6]=[CH:5][N:4]=2)[CH2:11][CH2:12]1)=[O:32]. Given the reactants [CH3:1][C:2]1[C:3]([CH2:8][N:9]([CH2:16][C:17]2[C:22]([CH3:23])=[CH:21][CH:20]=[CH:19][N:18]=2)[CH:10]2[CH2:15][CH2:14][NH:13][CH2:12][CH2:11]2)=[N:4][CH:5]=[CH:6][CH:7]=1.CCN(CC)CC.[C:31](Cl)(Cl)=[O:32].[NH2:35][OH:36].Cl, predict the reaction product. (4) Given the reactants [OH:1][C@@H:2]1[C@@H:7]2[CH2:8][C@@H:4]([C:5](=[O:18])[N:6]2[CH2:9][C:10]2[CH:15]=[CH:14][C:13]([O:16][CH3:17])=[CH:12][CH:11]=2)[CH2:3]1.[H-].[Na+].[CH3:21]I, predict the reaction product. The product is: [CH3:21][O:1][C@@H:2]1[C@@H:7]2[CH2:8][C@@H:4]([C:5](=[O:18])[N:6]2[CH2:9][C:10]2[CH:15]=[CH:14][C:13]([O:16][CH3:17])=[CH:12][CH:11]=2)[CH2:3]1. (5) Given the reactants O.[NH2:2][NH2:3].[CH2:4]([O:6][C:7](=[O:22])[C:8](=O)[CH2:9][C:10](=O)[CH2:11][C@@H:12]([C:14]1[CH:19]=[CH:18][CH:17]=[CH:16][CH:15]=1)[CH3:13])[CH3:5], predict the reaction product. The product is: [CH2:4]([O:6][C:7]([C:8]1[CH:9]=[C:10]([CH2:11][C@@H:12]([C:14]2[CH:19]=[CH:18][CH:17]=[CH:16][CH:15]=2)[CH3:13])[NH:3][N:2]=1)=[O:22])[CH3:5]. (6) Given the reactants CC1C=C(C(=O)C[C@H](C2C=CC(C3C=CC(C(NCC(O)=O)=O)=CC=3)=CC=2)C2C=CC=CC=2C)C=CN=1.Cl.NO.C([O-])(O)=O.[Na+].[OH:46][N:47]=[C:48]([C:77]1[CH:82]=[CH:81][N:80]=[C:79]([CH3:83])[CH:78]=1)[CH2:49][C@H:50]([C:58]1[CH:63]=[CH:62][C:61]([C:64]2[CH:69]=[CH:68][C:67]([C:70]([NH:72][CH2:73][C:74]([OH:76])=[O:75])=[O:71])=[CH:66][CH:65]=2)=[CH:60][CH:59]=1)[C:51]1[CH:56]=[CH:55][CH:54]=[CH:53][C:52]=1[CH3:57], predict the reaction product. The product is: [OH:46]/[N:47]=[C:48](/[C:77]1[CH:82]=[CH:81][N:80]=[C:79]([CH3:83])[CH:78]=1)\[CH2:49][C@H:50]([C:58]1[CH:59]=[CH:60][C:61]([C:64]2[CH:69]=[CH:68][C:67]([C:70]([NH:72][CH2:73][C:74]([OH:76])=[O:75])=[O:71])=[CH:66][CH:65]=2)=[CH:62][CH:63]=1)[C:51]1[CH:56]=[CH:55][CH:54]=[CH:53][C:52]=1[CH3:57]. (7) Given the reactants [OH-].[Na+].[C:3]([NH:6][C:7]1[CH:12]=[CH:11][C:10]([CH2:13][NH:14][C:15]([C:17]2[CH:18]=[N:19][C:20]3[C:25]([C:26]=2[NH:27][C:28]2[CH:29]=[C:30]([CH:36]=[CH:37][CH:38]=2)[C:31]([O:33]CC)=[O:32])=[CH:24][CH:23]=[C:22]([C:39]2[C:40]([CH3:45])=[N:41][O:42][C:43]=2[CH3:44])[CH:21]=3)=[O:16])=[CH:9][CH:8]=1)(=[O:5])[CH3:4], predict the reaction product. The product is: [C:3]([NH:6][C:7]1[CH:12]=[CH:11][C:10]([CH2:13][NH:14][C:15]([C:17]2[CH:18]=[N:19][C:20]3[C:25]([C:26]=2[NH:27][C:28]2[CH:29]=[C:30]([CH:36]=[CH:37][CH:38]=2)[C:31]([OH:33])=[O:32])=[CH:24][CH:23]=[C:22]([C:39]2[C:40]([CH3:45])=[N:41][O:42][C:43]=2[CH3:44])[CH:21]=3)=[O:16])=[CH:9][CH:8]=1)(=[O:5])[CH3:4].